From a dataset of Reaction yield outcomes from USPTO patents with 853,638 reactions. Predict the reaction yield, written as a fraction of the theoretical maximum amount of product (1.0 means a 100% yield; for example, 0.34 means a 34% yield). The reactants are [CH3:1][O:2][CH2:3][CH2:4][O:5][C@@H:6]1[C@H:10]([O:11][Si](C(C)(C)C)(C)C)[C@@H:9]([C@@H:19]([CH3:21])[OH:20])[O:8][C@H:7]1[N:22]1[CH:29]=[C:28]([CH3:30])[C:26](=[O:27])[NH:25][C:23]1=[O:24].[CH3:31][O:32][C:33]1[CH:54]=[CH:53][C:36]([C:37](Cl)([C:46]2[CH:51]=[CH:50][CH:49]=[CH:48][CH:47]=2)[C:38]2[CH:43]=[CH:42][C:41]([O:44][CH3:45])=[CH:40][CH:39]=2)=[CH:35][CH:34]=1.F.F.F.C(N(CC)CC)C.C(N(CC)CC)C. The catalyst is C1COCC1.CCOC(C)=O. The product is [CH3:45][O:44][C:41]1[CH:40]=[CH:39][C:38]([C:37]([O:20][C@H:19]([CH3:21])[C@H:9]2[O:8][C@@H:7]([N:22]3[CH:29]=[C:28]([CH3:30])[C:26](=[O:27])[NH:25][C:23]3=[O:24])[C@H:6]([O:5][CH2:4][CH2:3][O:2][CH3:1])[C@@H:10]2[OH:11])([C:46]2[CH:47]=[CH:48][CH:49]=[CH:50][CH:51]=2)[C:36]2[CH:53]=[CH:54][C:33]([O:32][CH3:31])=[CH:34][CH:35]=2)=[CH:43][CH:42]=1. The yield is 0.730.